From a dataset of Catalyst prediction with 721,799 reactions and 888 catalyst types from USPTO. Predict which catalyst facilitates the given reaction. (1) Product: [CH3:29][O:28][C:25]1[CH:26]=[C:27]2[C:22](=[CH:23][C:24]=1[O:30][CH3:31])[N:21]=[CH:20][N:19]=[C:18]2[CH:5]1[CH2:10][CH2:9][NH:8][CH2:7][CH2:6]1. Reactant: COC([C:5]1([C:18]2[C:27]3[C:22](=[CH:23][C:24]([O:30][CH3:31])=[C:25]([O:28][CH3:29])[CH:26]=3)[N:21]=[CH:20][N:19]=2)[CH2:10][CH2:9][N:8](C(OC(C)(C)C)=O)[CH2:7][CH2:6]1)=O.CO.[OH-].[K+]. The catalyst class is: 223. (2) Reactant: C1(C)C=CC(S(O)(=O)=O)=CC=1.[CH3:12][C:13]1[CH:19]=[CH:18][C:16]([NH2:17])=[CH:15][CH:14]=1.[C:20]([O:26][CH2:27][CH3:28])(=[O:25])[CH2:21][C:22]([CH3:24])=O. Product: [CH2:27]([O:26][C:20](=[O:25])[CH:21]=[C:22]([NH:17][C:16]1[CH:18]=[CH:19][C:13]([CH3:12])=[CH:14][CH:15]=1)[CH3:24])[CH3:28]. The catalyst class is: 48. (3) The catalyst class is: 38. Product: [C:12]([O:11][C:9]([NH:8][C@@H:4]([CH2:3][CH:2]=[CH2:1])[C:5]([OH:7])=[O:6])=[O:10])([CH3:15])([CH3:14])[CH3:13]. Reactant: [CH2:1]=[CH:2][CH2:3][C@H:4]([NH2:8])[C:5]([OH:7])=[O:6].[C:9](O[C:9]([O:11][C:12]([CH3:15])([CH3:14])[CH3:13])=[O:10])([O:11][C:12]([CH3:15])([CH3:14])[CH3:13])=[O:10].C(=O)(O)[O-].[Na+].Cl. (4) Reactant: [Cl-].[Li+].C1(C2CCCCCCCCCC=2)CCCCCCCCNN=1.[CH2:25]([O:27][C:28](=[O:38])[CH2:29]P(OCC)(OCC)=O)[CH3:26].[Cl:39][C:40]1[CH:41]=[C:42]([C@@H:47]2[O:53][CH2:52][CH2:51][N:50]([C:54]([O:56][C:57]([CH3:60])([CH3:59])[CH3:58])=[O:55])[CH2:49][C@H:48]2[CH:61]=O)[CH:43]=[CH:44][C:45]=1[Cl:46]. The catalyst class is: 10. Product: [Cl:39][C:40]1[CH:41]=[C:42]([C@@H:47]2[O:53][CH2:52][CH2:51][N:50]([C:54]([O:56][C:57]([CH3:60])([CH3:59])[CH3:58])=[O:55])[CH2:49][C@H:48]2/[CH:61]=[CH:29]/[C:28]([O:27][CH2:25][CH3:26])=[O:38])[CH:43]=[CH:44][C:45]=1[Cl:46]. (5) Reactant: [OH:1][C:2]1[CH:6]=[C:5]([C:7]([O:9][CH3:10])=[O:8])[NH:4][N:3]=1.[CH2:11](Br)[C:12]1[CH:17]=[CH:16][CH:15]=[CH:14][CH:13]=1.C(=O)([O-])[O-].[K+].[K+].CN(C)C=O. The catalyst class is: 6. Product: [CH2:11]([N:4]1[C:5]([C:7]([O:9][CH3:10])=[O:8])=[CH:6][C:2]([OH:1])=[N:3]1)[C:12]1[CH:17]=[CH:16][CH:15]=[CH:14][CH:13]=1. (6) Reactant: [Cl:1][C:2]1[CH:7]=[CH:6][CH:5]=[CH:4][C:3]=1[N:8]1[C:12]2[CH:13]=[CH:14][CH:15]=[CH:16][C:11]=2[N:10]([CH2:17][CH2:18][N:19]2[CH2:24][CH2:23][N:22](C(OC(C)(C)C)=O)[CH2:21][CH2:20]2)[S:9]1(=[O:33])=[O:32].Cl. Product: [Cl:1][C:2]1[CH:7]=[CH:6][CH:5]=[CH:4][C:3]=1[N:8]1[C:12]2[CH:13]=[CH:14][CH:15]=[CH:16][C:11]=2[N:10]([CH2:17][CH2:18][N:19]2[CH2:24][CH2:23][NH:22][CH2:21][CH2:20]2)[S:9]1(=[O:32])=[O:33]. The catalyst class is: 269. (7) Reactant: [H-].[Na+].Cl[C:4]1[CH:13]=[N:12][C:11]2[C:6](=[C:7]([O:14][CH3:15])[CH:8]=[CH:9][CH:10]=2)[N:5]=1.[C:16]([O:20][C:21](=[O:32])[NH:22][CH:23]1[CH2:28][CH2:27][N:26]([CH2:29][CH2:30][OH:31])[CH2:25][CH2:24]1)([CH3:19])([CH3:18])[CH3:17]. Product: [C:16]([O:20][C:21](=[O:32])[NH:22][CH:23]1[CH2:24][CH2:25][N:26]([CH2:29][CH2:30][O:31][C:4]2[CH:13]=[N:12][C:11]3[C:6](=[C:7]([O:14][CH3:15])[CH:8]=[CH:9][CH:10]=3)[N:5]=2)[CH2:27][CH2:28]1)([CH3:19])([CH3:17])[CH3:18]. The catalyst class is: 9. (8) Reactant: C(=O)([O-])[O-].[Cs+].[Cs+].[C:7]1([CH3:14])[C:12]([OH:13])=[CH:11][CH:10]=[CH:9][CH:8]=1.Br[CH:16]([CH3:22])[C:17]([O:19][CH2:20][CH3:21])=[O:18]. Product: [CH2:20]([O:19][C:17](=[O:18])[CH:16]([O:13][C:12]1[CH:11]=[CH:10][CH:9]=[CH:8][C:7]=1[CH3:14])[CH3:22])[CH3:21]. The catalyst class is: 369. (9) The catalyst class is: 29. Reactant: C([O:3][C:4](=[O:24])/[CH:5]=[CH:6]/[CH:7]1[CH2:16][C:15]2[C:10](=[CH:11][CH:12]=[CH:13][CH:14]=2)[CH2:9][N:8]1[C:17]([O:19][C:20]([CH3:23])([CH3:22])[CH3:21])=[O:18])C. Product: [C:20]([O:19][C:17]([N:8]1[CH:7]([CH2:6][CH2:5][C:4]([OH:24])=[O:3])[CH2:16][C:15]2[C:10](=[CH:11][CH:12]=[CH:13][CH:14]=2)[CH2:9]1)=[O:18])([CH3:23])([CH3:21])[CH3:22]. (10) Reactant: C(N1C=CN=C1)(N1C=CN=C1)=O.[O:13]1[C:18]2[CH:19]=[CH:20][CH:21]=[CH:22][C:17]=2[O:16][CH2:15][C@H:14]1[C:23](O)=[O:24].[CH3:26][C@:27]12[C@@H:35]([CH3:36])[C@H:31]([NH:32][CH2:33][CH2:34]1)[CH2:30][C:29]1[C:37]([OH:41])=[CH:38][CH:39]=[CH:40][C:28]2=1. Product: [O:13]1[C:18]2[CH:19]=[CH:20][CH:21]=[CH:22][C:17]=2[O:16][CH2:15][C@H:14]1[C:23]([N:32]1[CH2:33][CH2:34][C@:27]2([CH3:26])[C@@H:35]([CH3:36])[C@H:31]1[CH2:30][C:40]1[CH:39]=[CH:38][C:37]([OH:41])=[CH:29][C:28]=12)=[O:24]. The catalyst class is: 4.